From a dataset of Reaction yield outcomes from USPTO patents with 853,638 reactions. Predict the reaction yield, written as a fraction of the theoretical maximum amount of product (1.0 means a 100% yield; for example, 0.34 means a 34% yield). (1) The reactants are [NH2:1][C:2]1[N:7]=[CH:6][C:5]([C:8]2[CH:9]=[C:10]([NH2:19])[C:11]([NH:14][C:15]([CH3:18])([CH3:17])[CH3:16])=[CH:12][CH:13]=2)=[CH:4][N:3]=1.[I:20][C:21]1[CH:28]=[CH:27][CH:26]=[CH:25][C:22]=1[CH:23]=O.OOS([O-])=O.[K+].S([O-])([O-])(=O)=S.[Na+].[Na+]. The catalyst is CN(C=O)C.O.CCOC(C)=O. The product is [C:15]([N:14]1[C:11]2[CH:12]=[CH:13][C:8]([C:5]3[CH:4]=[N:3][C:2]([NH2:1])=[N:7][CH:6]=3)=[CH:9][C:10]=2[N:19]=[C:23]1[C:22]1[CH:25]=[CH:26][CH:27]=[CH:28][C:21]=1[I:20])([CH3:16])([CH3:18])[CH3:17]. The yield is 0.340. (2) The reactants are Cl[C:2]1[CH:3]=[C:4]([C:10]2[N:11]=[C:12]([CH3:34])[C:13]3[CH:18]([CH3:19])[CH2:17][N:16]([C:20]4[CH:25]=[CH:24][C:23]([CH2:26][C:27]([O:29]C(C)(C)C)=[O:28])=[CH:22][CH:21]=4)[C:14]=3[N:15]=2)[CH:5]=[CH:6][C:7]=1[O:8][CH3:9].[F:35][C:36]([F:41])([F:40])[C:37]([OH:39])=[O:38]. No catalyst specified. The product is [F:35][C:2]1[CH:3]=[C:4]([C:10]2[N:11]=[C:12]([CH3:34])[C:13]3[CH:18]([CH3:19])[CH2:17][N:16]([C:20]4[CH:25]=[CH:24][C:23]([CH2:26][C:27]([OH:29])=[O:28])=[CH:22][CH:21]=4)[C:14]=3[N:15]=2)[CH:5]=[CH:6][C:7]=1[O:8][CH3:9].[F:35][C:36]([F:41])([F:40])[C:37]([OH:39])=[O:38]. The yield is 0.850. (3) The reactants are [S:1]1[CH:5]=[CH:4][CH:3]=[C:2]1[C:6](Cl)=[O:7].[C:9]([O:13][C:14]([N:16]1[CH2:21][CH2:20][NH:19][CH2:18][CH2:17]1)=[O:15])([CH3:12])([CH3:11])[CH3:10]. The catalyst is CN(C1C=CN=CC=1)C.N1C=CC=CC=1. The product is [C:9]([O:13][C:14]([N:16]1[CH2:21][CH2:20][N:19]([C:6]([C:2]2[S:1][CH:5]=[CH:4][CH:3]=2)=[O:7])[CH2:18][CH2:17]1)=[O:15])([CH3:12])([CH3:10])[CH3:11]. The yield is 0.880. (4) The reactants are [Cl:1][C:2]1[CH:7]=[CH:6][C:5]([C:8]2[CH:13]=[CH:12][C:11]([N+:14]([O-:16])=[O:15])=[CH:10][CH:9]=2)=[CH:4][CH:3]=1.CC(C)([O-])C.[K+].[CH:23](Cl)([Cl:25])[Cl:24]. The catalyst is CN(C=O)C.C1COCC1. The product is [Cl:1][C:2]1[CH:3]=[CH:4][C:5]([C:8]2[CH:13]=[CH:12][C:11]([N+:14]([O-:16])=[O:15])=[C:10]([CH:23]([Cl:25])[Cl:24])[CH:9]=2)=[CH:6][CH:7]=1. The yield is 0.630. (5) The reactants are ClC(Cl)(O[C:5](=[O:11])OC(Cl)(Cl)Cl)Cl.[CH2:13]([C:16]1([CH2:34][CH:35]=[CH2:36])[C:32](=[O:33])[N:19]2[CH2:20][CH2:21][NH:22][C@@H:23]([C:24]3[CH:29]=[CH:28][CH:27]=[C:26]([CH3:30])[C:25]=3[CH3:31])[C@@H:18]2[CH2:17]1)[CH:14]=[CH2:15].[F:37][C:38]([F:54])([F:53])[C:39]1[CH:40]=[C:41]([C@H:49]([NH:51][CH3:52])[CH3:50])[CH:42]=[C:43]([C:45]([F:48])([F:47])[F:46])[CH:44]=1. The catalyst is CCOC(C)=O.CN(C1C=CN=CC=1)C. The product is [CH2:34]([C:16]1([CH2:13][CH:14]=[CH2:15])[C:32](=[O:33])[N:19]2[CH2:20][CH2:21][N:22]([C:5]([N:51]([C@@H:49]([C:41]3[CH:42]=[C:43]([C:45]([F:46])([F:47])[F:48])[CH:44]=[C:39]([C:38]([F:37])([F:53])[F:54])[CH:40]=3)[CH3:50])[CH3:52])=[O:11])[C@@H:23]([C:24]3[CH:29]=[CH:28][CH:27]=[C:26]([CH3:30])[C:25]=3[CH3:31])[C@@H:18]2[CH2:17]1)[CH:35]=[CH2:36]. The yield is 0.390.